This data is from hERG Central: cardiac toxicity at 1µM, 10µM, and general inhibition. The task is: Predict hERG channel inhibition at various concentrations. (1) The drug is COc1cccc(CN2CCCC(C(=O)c3ccc4c(c3)OCO4)C2)c1O. Results: hERG_inhib (hERG inhibition (general)): blocker. (2) The drug is O=C(COC(=O)C1CCN(C(=O)c2ccc(Cl)cc2)CC1)Nc1ccccc1F. Results: hERG_inhib (hERG inhibition (general)): blocker. (3) The molecule is CCCCOc1ccc(C(=O)CCN2CCCCC2)cc1.Cl. Results: hERG_inhib (hERG inhibition (general)): blocker. (4) The drug is Cl.N=c1sccn1CC(=O)N1N=C(c2ccc(Cl)cc2)CC1c1ccco1. Results: hERG_inhib (hERG inhibition (general)): blocker. (5) The molecule is O=C(NC1CCN(Cc2cccc([N+](=O)[O-])c2)CC1)c1ccccc1. Results: hERG_inhib (hERG inhibition (general)): blocker. (6) The molecule is Brc1ccc(CSc2ccc3nnc(-c4cccnc4)n3n2)cc1. Results: hERG_inhib (hERG inhibition (general)): blocker. (7) The compound is CCOC(=O)c1c(-c2ccc(OC)cc2)csc1NC(=O)CCN1CCOCC1. Results: hERG_inhib (hERG inhibition (general)): blocker.